Dataset: Full USPTO retrosynthesis dataset with 1.9M reactions from patents (1976-2016). Task: Predict the reactants needed to synthesize the given product. (1) Given the product [Br:1][C:2]1[N:3]=[C:4]([NH:11][C:12]2[CH:13]=[CH:14][C:15]([N:18]3[CH2:19][CH2:20][NH:21][CH2:22][CH2:23]3)=[CH:16][N:17]=2)[C:5]2[N:6]([CH:8]=[CH:9][N:10]=2)[CH:7]=1, predict the reactants needed to synthesize it. The reactants are: [Br:1][C:2]1[N:3]=[C:4]([NH:11][C:12]2[N:17]=[CH:16][C:15]([N:18]3[CH2:23][CH2:22][N:21](C(OC(C)(C)C)=O)[CH2:20][CH2:19]3)=[CH:14][CH:13]=2)[C:5]2[N:6]([CH:8]=[CH:9][N:10]=2)[CH:7]=1.C(O)(C(F)(F)F)=O. (2) Given the product [CH2:13]([O:20][C:21]1[CH:26]=[CH:25][C:24]([C:27]2[CH:31]=[C:30]([CH2:32][O:33][C:6](=[O:7])[NH2:5])[O:29][N:28]=2)=[CH:23][CH:22]=1)[C:14]1[CH:19]=[CH:18][CH:17]=[CH:16][CH:15]=1, predict the reactants needed to synthesize it. The reactants are: ClS([N:5]=[C:6]=[O:7])(=O)=O.C1COCC1.[CH2:13]([O:20][C:21]1[CH:26]=[CH:25][C:24]([C:27]2[CH:31]=[C:30]([CH2:32][OH:33])[O:29][N:28]=2)=[CH:23][CH:22]=1)[C:14]1[CH:19]=[CH:18][CH:17]=[CH:16][CH:15]=1. (3) The reactants are: [F:1][C:2]1[CH:7]=[C:6](I)[CH:5]=[CH:4][C:3]=1[CH2:9][N:10]1[C:19]2[CH:18]=[CH:17][CH:16]=[CH:15][C:14]=2[C:13]2=[N:20][N:21]([C:24]3[CH:29]=[CH:28][CH:27]=[CH:26][C:25]=3[F:30])[C:22](=[O:23])[C:12]2=[CH:11]1.[NH:31]1[CH:35]=[CH:34][CH:33]=[N:32]1.CN[C@@H]1CCCC[C@H]1NC.P([O-])([O-])([O-])=O.[K+].[K+].[K+]. Given the product [F:30][C:25]1[CH:26]=[CH:27][CH:28]=[CH:29][C:24]=1[N:21]1[C:22](=[O:23])[C:12]2=[CH:11][N:10]([CH2:9][C:3]3[CH:4]=[CH:5][C:6]([N:31]4[CH:35]=[CH:34][CH:33]=[N:32]4)=[CH:7][C:2]=3[F:1])[C:19]3[CH:18]=[CH:17][CH:16]=[CH:15][C:14]=3[C:13]2=[N:20]1, predict the reactants needed to synthesize it.